Dataset: Reaction yield outcomes from USPTO patents with 853,638 reactions. Task: Predict the reaction yield, written as a fraction of the theoretical maximum amount of product (1.0 means a 100% yield; for example, 0.34 means a 34% yield). The reactants are CN(C=O)C.C(Cl)(=O)C([Cl:9])=O.O[C:13]1[C:22]2[C:17](=[CH:18][C:19]([O:27][CH3:28])=[C:20]([O:23][C:24](=[O:26])[CH3:25])[CH:21]=2)[N:16]=[CH:15][N:14]=1. The catalyst is ClCCCl. The product is [Cl:9][C:13]1[C:22]2[C:17](=[CH:18][C:19]([O:27][CH3:28])=[C:20]([O:23][C:24](=[O:26])[CH3:25])[CH:21]=2)[N:16]=[CH:15][N:14]=1. The yield is 0.800.